From a dataset of NCI-60 drug combinations with 297,098 pairs across 59 cell lines. Regression. Given two drug SMILES strings and cell line genomic features, predict the synergy score measuring deviation from expected non-interaction effect. (1) Drug 1: C1C(C(OC1N2C=C(C(=O)NC2=O)F)CO)O. Drug 2: C(CCl)NC(=O)N(CCCl)N=O. Cell line: ACHN. Synergy scores: CSS=33.2, Synergy_ZIP=-2.75, Synergy_Bliss=1.72, Synergy_Loewe=-36.4, Synergy_HSA=3.04. (2) Drug 1: CC1CCC2CC(C(=CC=CC=CC(CC(C(=O)C(C(C(=CC(C(=O)CC(OC(=O)C3CCCCN3C(=O)C(=O)C1(O2)O)C(C)CC4CCC(C(C4)OC)O)C)C)O)OC)C)C)C)OC. Drug 2: C1=CC=C(C(=C1)C(C2=CC=C(C=C2)Cl)C(Cl)Cl)Cl. Cell line: TK-10. Synergy scores: CSS=-1.97, Synergy_ZIP=-1.42, Synergy_Bliss=-4.66, Synergy_Loewe=-3.86, Synergy_HSA=-5.26. (3) Drug 1: CS(=O)(=O)C1=CC(=C(C=C1)C(=O)NC2=CC(=C(C=C2)Cl)C3=CC=CC=N3)Cl. Drug 2: CC1C(C(CC(O1)OC2CC(CC3=C2C(=C4C(=C3O)C(=O)C5=C(C4=O)C(=CC=C5)OC)O)(C(=O)CO)O)N)O.Cl. Cell line: SF-295. Synergy scores: CSS=43.6, Synergy_ZIP=-0.527, Synergy_Bliss=-0.124, Synergy_Loewe=1.46, Synergy_HSA=2.45.